The task is: Predict which catalyst facilitates the given reaction.. This data is from Catalyst prediction with 721,799 reactions and 888 catalyst types from USPTO. (1) Reactant: FC(F)(F)C(O)=O.FC(F)(F)C(O)=O.[Cl:15][C:16]1[N:21]=[C:20]([NH:22][C:23]2[CH:28]=[CH:27][CH:26]=[C:25]([NH:29][CH2:30][CH2:31][O:32][C:33]3[CH:38]=[CH:37][CH:36]=[C:35]([N+:39]([O-])=O)[CH:34]=3)[CH:24]=2)[C:19]([Cl:42])=[CH:18][N:17]=1.C(O)(=O)C.O. Product: [NH2:39][C:35]1[CH:34]=[C:33]([CH:38]=[CH:37][CH:36]=1)[O:32][CH2:31][CH2:30][NH:29][C:25]1[CH:26]=[CH:27][CH:28]=[C:23]([NH:22][C:20]2[C:19]([Cl:42])=[CH:18][N:17]=[C:16]([Cl:15])[N:21]=2)[CH:24]=1. The catalyst class is: 415. (2) Reactant: C[Si](C)(C)[O:3][C:4](=[CH2:19])[CH2:5][CH:6]1[CH2:11][CH2:10][N:9]([C:12]([O:14][C:15]([CH3:18])([CH3:17])[CH3:16])=[O:13])[CH2:8][CH2:7]1.C(=O)(O)[O-].[Na+].[Br:27]N1C(=O)CCC1=O. Product: [Br:27][CH2:3][C:4](=[O:19])[CH2:5][CH:6]1[CH2:11][CH2:10][N:9]([C:12]([O:14][C:15]([CH3:18])([CH3:17])[CH3:16])=[O:13])[CH2:8][CH2:7]1. The catalyst class is: 1. (3) Reactant: O[CH:2]1[CH2:5][CH:4]([NH:6][C:7](=[O:13])[O:8][C:9]([CH3:12])([CH3:11])[CH3:10])[CH2:3]1.CCN(S(F)(F)[F:20])CC.N#N. Product: [F:20][CH:2]1[CH2:5][CH:4]([NH:6][C:7](=[O:13])[O:8][C:9]([CH3:12])([CH3:11])[CH3:10])[CH2:3]1. The catalyst class is: 2. (4) Reactant: O[C:2]1[C:7]([C:8]([O:10][CH2:11][CH3:12])=[O:9])=[CH:6][N:5]=[C:4]([CH:13]([CH3:15])[CH3:14])[N:3]=1.P(Cl)(Cl)([Cl:18])=O.C(=O)([O-])O.[Na+]. Product: [Cl:18][C:2]1[C:7]([C:8]([O:10][CH2:11][CH3:12])=[O:9])=[CH:6][N:5]=[C:4]([CH:13]([CH3:15])[CH3:14])[N:3]=1. The catalyst class is: 9. (5) Reactant: [C:1]([NH:5][S:6]([C:9]1[CH:17]=[C:16]2[C:12]([C:13]([CH:18]3[CH2:23][CH2:22][CH2:21][CH:20]=[CH:19]3)=[CH:14][NH:15]2)=[CH:11][CH:10]=1)(=[O:8])=[O:7])([CH3:4])([CH3:3])[CH3:2]. Product: [C:1]([NH:5][S:6]([C:9]1[CH:17]=[C:16]2[C:12]([C:13]([CH:18]3[CH2:23][CH2:22][CH2:21][CH2:20][CH2:19]3)=[CH:14][NH:15]2)=[CH:11][CH:10]=1)(=[O:7])=[O:8])([CH3:4])([CH3:2])[CH3:3]. The catalyst class is: 105. (6) Reactant: [CH3:1][S:2][C:3]1[S:4][C:5]2[CH:11]=[C:10]([CH2:12][N:13]3[C:17]4[CH:18]=[CH:19][C:20]([C:22]#[N:23])=[CH:21][C:16]=4[N:15]=[CH:14]3)[CH:9]=[CH:8][C:6]=2[N:7]=1.[N-:24]=[N+:25]=[N-:26].[Na+].[Cl-].[NH4+]. Product: [N:23]1[NH:24][N:25]=[N:26][C:22]=1[C:20]1[CH:19]=[CH:18][C:17]2[N:13]([CH2:12][C:10]3[CH:9]=[CH:8][C:6]4[N:7]=[C:3]([S:2][CH3:1])[S:4][C:5]=4[CH:11]=3)[CH:14]=[N:15][C:16]=2[CH:21]=1. The catalyst class is: 3. (7) The catalyst class is: 5. Product: [NH2:1][CH:2]([C@H:4]1[C@@H:8]2[C@@H:9]3[C@@:22]([CH3:25])([CH2:23][CH2:24][C@@:7]2([NH:40][CH2:41][CH2:42][N:43]2[CH2:44][CH2:45][S:46](=[O:50])(=[O:49])[CH2:47][CH2:48]2)[CH2:6][CH2:5]1)[C@@:21]1([CH3:26])[C@@H:12]([C@:13]2([CH3:39])[C@@H:18]([CH2:19][CH2:20]1)[C:17]([CH3:27])([CH3:28])[C:16]([C:29]1[CH:30]=[CH:31][C:32]([C:33]([OH:35])=[O:34])=[CH:37][CH:38]=1)=[CH:15][CH2:14]2)[CH2:11][CH2:10]3)[CH3:3].[C:51]([OH:57])([C:53]([F:56])([F:55])[F:54])=[O:52]. Reactant: [NH2:1][C@@H:2]([C@H:4]1[C@@H:8]2[C@@H:9]3[C@@:22]([CH3:25])([CH2:23][CH2:24][C@@:7]2([NH:40][CH2:41][CH2:42][N:43]2[CH2:48][CH2:47][S:46](=[O:50])(=[O:49])[CH2:45][CH2:44]2)[CH2:6][CH2:5]1)[C@@:21]1([CH3:26])[C@@H:12]([C@:13]2([CH3:39])[C@@H:18]([CH2:19][CH2:20]1)[C:17]([CH3:28])([CH3:27])[C:16]([C:29]1[CH:38]=[CH:37][C:32]([C:33]([O:35]C)=[O:34])=[CH:31][CH:30]=1)=[CH:15][CH2:14]2)[CH2:11][CH2:10]3)[CH3:3].[C:51]([OH:57])([C:53]([F:56])([F:55])[F:54])=[O:52].O.[OH-].[Li+].O1CCCC1. (8) Reactant: C(#N)C.O.[C:5]([C:7]1[CH:12]=[CH:11][CH:10]=[CH:9][C:8]=1[C:13]1[C:14](=[O:31])[N:15]([C:25]2[CH:30]=[CH:29][CH:28]=[CH:27][CH:26]=2)[CH:16]=[C:17]([C:19]2[CH:24]=[CH:23][CH:22]=[CH:21][N:20]=2)[CH:18]=1)#[N:6].[C:32]([OH:39])(=[O:38])[CH2:33][CH2:34][C:35]([OH:37])=[O:36]. Product: [C:32]([OH:39])(=[O:38])[CH2:33][CH2:34][C:35]([OH:37])=[O:36].[C:5]([C:7]1[CH:12]=[CH:11][CH:10]=[CH:9][C:8]=1[C:13]1[C:14](=[O:31])[N:15]([C:25]2[CH:30]=[CH:29][CH:28]=[CH:27][CH:26]=2)[CH:16]=[C:17]([C:19]2[CH:24]=[CH:23][CH:22]=[CH:21][N:20]=2)[CH:18]=1)#[N:6]. The catalyst class is: 5. (9) Reactant: Cl[C:2]1[CH:7]=[CH:6][C:5]([N+:8]([O-:10])=[O:9])=[CH:4][C:3]=1[O:11][CH3:12].[Br:13][C:14]1[N:15]=[CH:16][NH:17][CH:18]=1.C(=O)([O-])[O-].[Cs+].[Cs+]. Product: [Br:13][C:14]1[N:15]=[CH:16][N:17]([C:2]2[CH:7]=[CH:6][C:5]([N+:8]([O-:10])=[O:9])=[CH:4][C:3]=2[O:11][CH3:12])[CH:18]=1. The catalyst class is: 10.